Task: Regression. Given two drug SMILES strings and cell line genomic features, predict the synergy score measuring deviation from expected non-interaction effect.. Dataset: NCI-60 drug combinations with 297,098 pairs across 59 cell lines Drug 1: CC1=C(C(=CC=C1)Cl)NC(=O)C2=CN=C(S2)NC3=CC(=NC(=N3)C)N4CCN(CC4)CCO. Drug 2: CCCCC(=O)OCC(=O)C1(CC(C2=C(C1)C(=C3C(=C2O)C(=O)C4=C(C3=O)C=CC=C4OC)O)OC5CC(C(C(O5)C)O)NC(=O)C(F)(F)F)O. Cell line: HS 578T. Synergy scores: CSS=38.0, Synergy_ZIP=3.33, Synergy_Bliss=5.06, Synergy_Loewe=3.51, Synergy_HSA=5.90.